From a dataset of Reaction yield outcomes from USPTO patents with 853,638 reactions. Predict the reaction yield, written as a fraction of the theoretical maximum amount of product (1.0 means a 100% yield; for example, 0.34 means a 34% yield). (1) The yield is 0.950. The product is [O:5]1[CH2:4][CH2:3][C:2](=[C:8]([C:11]2[CH:12]=[N:13][C:14]([C:17]([F:20])([F:18])[F:19])=[CH:15][CH:16]=2)[C:9]#[N:10])[CH2:7][CH2:6]1. The reactants are O[C:2]1([CH:8]([C:11]2[CH:12]=[N:13][C:14]([C:17]([F:20])([F:19])[F:18])=[CH:15][CH:16]=2)[C:9]#[N:10])[CH2:7][CH2:6][O:5][CH2:4][CH2:3]1.S(Cl)(Cl)=O. The catalyst is CN(C=O)C. (2) The reactants are [NH2:1][C:2]1[C:3]2[N:4]([C:8]([C@H:12]3[CH2:32][N:16]4[C:17](=[O:31])[CH2:18][N:19](C(OCC5C=CC=CC=5)=O)[CH2:20][C@H:15]4[CH2:14][CH2:13]3)=[N:9][C:10]=2[Br:11])[CH:5]=[CH:6][N:7]=1.C(OC(C)C)(C)C. The catalyst is Br.CC(O)=O. The product is [NH2:1][C:2]1[C:3]2[N:4]([C:8]([C@H:12]3[CH2:32][N:16]4[C:17](=[O:31])[CH2:18][NH:19][CH2:20][C@H:15]4[CH2:14][CH2:13]3)=[N:9][C:10]=2[Br:11])[CH:5]=[CH:6][N:7]=1. The yield is 0.215. (3) The reactants are [Br:1][C:2]1[C:3](=[O:47])[N:4]([CH2:38][C:39]2[CH:44]=[CH:43][C:42]([O:45][CH3:46])=[CH:41][CH:40]=2)[C:5]([CH3:37])=[CH:6][C:7]=1[O:8][CH2:9][C:10]1[CH:36]=[CH:35][CH:34]=[CH:33][C:11]=1[CH2:12][NH:13][C:14]([NH:16][C:17]1[N:21]([C:22]2[CH:27]=[CH:26][CH:25]=[C:24](F)[CH:23]=2)[N:20]=[C:19]([C:29]([CH3:32])([CH3:31])[CH3:30])[CH:18]=1)=[O:15].[CH2:48](N(CC)CC)C.C(C1C=C(NC(=O)OC2C=CC([N+]([O-])=O)=CC=2)N(C2C=CC=CC=2)N=1)(C)(C)C. The catalyst is C(Cl)Cl. The product is [Br:1][C:2]1[C:3](=[O:47])[N:4]([CH2:38][C:39]2[CH:44]=[CH:43][C:42]([O:45][CH3:46])=[CH:41][CH:40]=2)[C:5]([CH3:37])=[CH:6][C:7]=1[O:8][CH2:9][C:10]1[CH:36]=[CH:35][CH:34]=[CH:33][C:11]=1[CH2:12][NH:13][C:14]([NH:16][C:17]1[N:21]([C:22]2[CH:27]=[CH:26][C:25]([CH3:48])=[CH:24][CH:23]=2)[N:20]=[C:19]([C:29]([CH3:32])([CH3:31])[CH3:30])[CH:18]=1)=[O:15]. The yield is 0.340.